Dataset: CYP2D6 inhibition data for predicting drug metabolism from PubChem BioAssay. Task: Regression/Classification. Given a drug SMILES string, predict its absorption, distribution, metabolism, or excretion properties. Task type varies by dataset: regression for continuous measurements (e.g., permeability, clearance, half-life) or binary classification for categorical outcomes (e.g., BBB penetration, CYP inhibition). Dataset: cyp2d6_veith. (1) The compound is C=CCN(CC=C)CC(O)Cn1c2ccccc2c2ccccc21. The result is 1 (inhibitor). (2) The molecule is COc1ccc(NCc2c(O)ccc3ccccc23)cc1. The result is 0 (non-inhibitor). (3) The drug is COc1cccc(Cn2c(=O)c(-c3cn(C)c4ccccc34)nc3cnc(N4CCOCC4)nc32)c1. The result is 0 (non-inhibitor). (4) The compound is Cc1cc(C)n(CC(O)COc2ccccc2)n1. The result is 0 (non-inhibitor). (5) The compound is CN(CC(=O)O)Cc1c(O)c(Cl)cc(Cl)c1Cl. The result is 0 (non-inhibitor).